From a dataset of Forward reaction prediction with 1.9M reactions from USPTO patents (1976-2016). Predict the product of the given reaction. (1) The product is: [F:1][C:2]1[CH:3]=[CH:4][C:5]([NH:8][C:9]([C@@H:11]2[CH2:15][CH2:14][N:13]([C:16]([O:18][CH2:19][C:20]3[CH:25]=[CH:24][CH:23]=[CH:22][CH:21]=3)=[O:17])[N:12]2[C:26](=[O:45])[C@@H:27]([CH2:33][N:34]([CH:43]=[O:44])[O:35][CH2:36][C:37]2[CH:42]=[CH:41][CH:40]=[CH:39][CH:38]=2)[CH2:28][CH2:29][CH2:30][CH2:31][CH3:32])=[O:10])=[N+:6]([O-:54])[CH:7]=1. Given the reactants [F:1][C:2]1[CH:3]=[CH:4][C:5]([NH:8][C:9]([C@@H:11]2[CH2:15][CH2:14][N:13]([C:16]([O:18][CH2:19][C:20]3[CH:25]=[CH:24][CH:23]=[CH:22][CH:21]=3)=[O:17])[N:12]2[C:26](=[O:45])[C@@H:27]([CH2:33][N:34]([CH:43]=[O:44])[O:35][CH2:36][C:37]2[CH:42]=[CH:41][CH:40]=[CH:39][CH:38]=2)[CH2:28][CH2:29][CH2:30][CH2:31][CH3:32])=[O:10])=[N:6][CH:7]=1.ClC1C=C(C(OO)=[O:54])C=CC=1, predict the reaction product. (2) Given the reactants [Br:1][C:2]1[CH:7]=[CH:6][C:5]([CH2:8]Br)=[C:4]([F:10])[CH:3]=1.[C-]#[N:12].[Na+].[CH2:14]([OH:16])C, predict the reaction product. The product is: [Br:1][C:2]1[CH:7]=[CH:6][C:5]([CH2:8][C:14]([NH2:12])=[O:16])=[C:4]([F:10])[CH:3]=1.